This data is from Experimentally validated miRNA-target interactions with 360,000+ pairs, plus equal number of negative samples. The task is: Binary Classification. Given a miRNA mature sequence and a target amino acid sequence, predict their likelihood of interaction. (1) The miRNA is hsa-miR-6798-3p with sequence CUACCCCCCAUCCCCCUGUAG. The protein sequence of the target gene is MSSNRSQNPHGLKQIGLDQIWDDLRAGIQQVYTRQSMAKSRYMELYTHVYNYCTSVHQSNQARGAGVPPSKSKKGQTPGGAQFVGLELYKRLKEFLKNYLTNLLKDGEDLMDESVLKFYTQQWEDYRFSSKVLNGICAYLNRHWVRRECDEGRKGIYEIYSLALVTWRDCLFRPLNKQVTNAVLKLIEKERNGETINTRLISGVVQSYVELGLNEDDAFAKGPTLTVYKESFESQFLADTERFYTRESTEFLQQNPVTEYMKKAEARLLEEQRRVQVYLHESTQDELARKCEQVLIEKHL.... Result: 0 (no interaction). (2) The miRNA is hsa-miR-3163 with sequence UAUAAAAUGAGGGCAGUAAGAC. The protein sequence of the target gene is MSSSSSWRRAATVMLAAGWTHSSPAGFRLLLLQRAQNQRFLPGAHVFPGGVLDAADSSPDWVRLFAPRHTPPRFGLGPEPPRQPPFPGLSHGDADPAALPDDVALRICAIREAFEEAGVLLLRPRDAAPASQEPSQALSPPAGLAEWRSRVRSDPRCFLQLCAHLDCTPDIWALHDWGGWLTPYGRTIRRFDTTFFLCCLRDIPRVEPDVAEVVGYQWLSPSEATECFLSKEIWLAPPQFYEMRRLENFASLSALYRFCSDRPSEVPEKWLPIILLTSDGTIHLLPGDELYVKDSDFLEK.... Result: 0 (no interaction). (3) The miRNA is hsa-miR-3648 with sequence AGCCGCGGGGAUCGCCGAGGG. The protein sequence of the target gene is MAMSDLPNDLVEEIISRVPVKSIRAVSSTCKNWNTLSNDHSFTRKLFGKTITTKENECLVVMMMDSKVYLMSVNLHRIHKENDDNNIKSSIMHKAKLISLNDDDILNNTYIIFHCNGLLLLLGFTDDGIKLVVTNPHLGQTRWIKPRKANYQFCDKYAIGYEKKKNNSLRTNKMLLFHKESFCFRIYWFEIYNFNSASWNVFYFTRDWELPYSQGVSLKGNTYWFAREINIRGERIDDPPDFLICFDFTTERFGPRLHLPFHSHSDDTVILSSVREEQLAVLIKRFDLWRMEIWVTTKIE.... Result: 0 (no interaction). (4) The miRNA is hsa-miR-190a-5p with sequence UGAUAUGUUUGAUAUAUUAGGU. The protein sequence of the target gene is MAVLDTDLDHILPSSVLPPFWAKLVVGSVAIVCFARSYDGDFVFDDSEAIVNNKDLQAETPLGDLWHHDFWGSRLSSNTSHKSYRPLTVLTFRINYYLSGGFHPVGFHVVNILLHSGISVLMVDVFSVLFGGLQYTSKGRRLHLAPRASLLAALLFAVHPVHTECVAGVVGRADLLCALFFLLSFLGYCKAFRESNKEGAHSSTFWVLLSIFLGAVAMLCKEQGITVLGLNAVFDILVIGKFNVLEIVQKVLHKDKSLENLGMLRNGGLLFRMTLLTSGGAGMLYVRWRIMGTGPPAFTE.... Result: 0 (no interaction). (5) The miRNA is hsa-miR-3154 with sequence CAGAAGGGGAGUUGGGAGCAGA. The protein sequence of the target gene is MATAASNPYLPGNSLLAAGSIVHSDAAGAGGGGGGGGGGGGGGAGGGGGGMQPGSAAVTSGAYRGDPSSVKMVQSDFMQGAMAASNGGHMLSHAHQWVTALPHAAAAAAAAAAAAVEASSPWSGSAVGMAGSPQQPPQPPPPPPQGPDVKGGAGRDDLHAGTALHHRGPPHLGPPPPPPHQGHPGGWGAAAAAAAAAAAAAAAAHLPSMAGGQQPPPQSLLYSQPGGFTVNGMLSAPPGPGGGGGGAGGGAQSLVHPGLVRGDTPELAEHHHHHHHHAHPHPPHPHHAQGPPHHGGGGGG.... Result: 0 (no interaction). (6) The protein sequence of the target gene is MGELPLDINIQEPRWDQSTFLGRARHFFTVTDPRNLLLSGAQLEASRNIVQNYRAGVVTPGITEDQLWRAKYVYDSAFHPDTGEKVVLIGRMSAQVPMNMTITGCMLTFYRKTPTVVFWQWVNQSFNAIVNYSNRSGDTPITVRQLGTAYVSATTGAVATALGLKSLTKHLPPLVGRFVPFAAVAAANCINIPLMRQRELQVGIPVADEAGQRLGYSVTAAKQGIFQVVISRICMAIPAMAIPPLIMDTLEKKDFLKRRPWLGAPLQVGLVGFCLVFATPLCCALFPQKSSIHISNLEPE.... Result: 0 (no interaction). The miRNA is mmu-miR-1306-5p with sequence CACCACCUCCCCUGCAAACGUCC. (7) Result: 0 (no interaction). The miRNA is hsa-miR-5011-5p with sequence UAUAUAUACAGCCAUGCACUC. The protein sequence of the target gene is MLFRGTSLAYSLLVISFLTPRSSAGQNCLTKSLEDVVIDIQSSLSKGIRGNEPIHLATQEDCIGACCSTKDIAGDKACNLMIFDTRKTDRQPNCYLFFCPSEDACPLKPAKGLVTYRLIRDFPLTSANSSLQQLTQGEFLLLDHSSPGATPGFRTPAGYPKPTGLSWSDRSSLKSTAPLHLRKHIKADETSMQLPEEKSHSQSLQLPSELKMAHLLPKTVPTPPTTVAVAPLRNVSATLKPELLLTSISVTAKTLKQKEATTASPVTTVTSKLPGVPGSTSFTPVVTHQAALTNTFQAHT....